From a dataset of Catalyst prediction with 721,799 reactions and 888 catalyst types from USPTO. Predict which catalyst facilitates the given reaction. (1) Reactant: O.[CH3:2][NH:3][C:4](=[O:10])[C@H:5]([CH:7]([CH3:9])[CH3:8])[NH2:6].C(=O)([O-])O.[Na+].[F:16][C:17]([F:24])([F:23])[CH2:18][O:19][C:20](Cl)=[O:21]. Product: [CH3:2][N:3]([C:20]([O:19][CH2:18][C:17]([F:24])([F:23])[F:16])=[O:21])[C:4](=[O:10])[C@H:5]([CH:7]([CH3:9])[CH3:8])[NH2:6]. The catalyst class is: 684. (2) Reactant: [CH:1]1[C:13]2[CH2:12][C:11]3[C:6](=[CH:7][CH:8]=[CH:9][CH:10]=3)[C:5]=2[CH:4]=[CH:3][C:2]=1[C:14]([OH:16])=[O:15].[C:17](O)(C(F)(F)F)=[O:18]. Product: [CH:17]([CH:5]1[C:4]2[CH:12]=[CH:13][CH:1]=[C:2]([C:14]([OH:16])=[O:15])[C:3]=2[C:7]2[C:6]1=[CH:11][CH:10]=[CH:9][CH:8]=2)=[O:18]. The catalyst class is: 10.